Dataset: Full USPTO retrosynthesis dataset with 1.9M reactions from patents (1976-2016). Task: Predict the reactants needed to synthesize the given product. The reactants are: [NH2:1][C:2]1[N:7]=[C:6]([C:8]2[CH:13]=[CH:12][C:11]([S:14]([CH3:16])=[O:15])=[CH:10][CH:9]=2)[C:5]([C:17]2[CH:18]=[CH:19][C:20](=[O:26])[N:21]([CH:23]([CH3:25])[CH3:24])[N:22]=2)=[C:4](SC)[N:3]=1.[CH3:29][O-:30].[Na+]. Given the product [NH2:1][C:2]1[N:3]=[C:4]([O:30][CH3:29])[C:5]([C:17]2[CH:18]=[CH:19][C:20](=[O:26])[N:21]([CH:23]([CH3:25])[CH3:24])[N:22]=2)=[C:6]([C:8]2[CH:13]=[CH:12][C:11]([S:14]([CH3:16])=[O:15])=[CH:10][CH:9]=2)[N:7]=1, predict the reactants needed to synthesize it.